The task is: Predict the product of the given reaction.. This data is from Forward reaction prediction with 1.9M reactions from USPTO patents (1976-2016). Given the reactants [CH2:1]([N:8]1[C:12]([C:13]([F:16])([F:15])[F:14])=[C:11]([CH3:17])[C:10](B2OC(C)(C)C(C)(C)O2)=[C:9]1[C:27]([N:29]1[CH2:34][CH2:33][O:32][CH2:31][CH2:30]1)=[O:28])[C:2]1[CH:7]=[CH:6][CH:5]=[CH:4][CH:3]=1.[Li+].[OH-].Br[C:38]1[CH:43]=[CH:42][C:41]([O:44][C:45]([F:48])([F:47])[F:46])=[CH:40][C:39]=1[F:49].[OH-].[Na+], predict the reaction product. The product is: [CH2:1]([N:8]1[C:12]([C:13]([F:15])([F:14])[F:16])=[C:11]([CH3:17])[C:10]([C:38]2[CH:43]=[CH:42][C:41]([O:44][C:45]([F:48])([F:47])[F:46])=[CH:40][C:39]=2[F:49])=[C:9]1[C:27]([N:29]1[CH2:30][CH2:31][O:32][CH2:33][CH2:34]1)=[O:28])[C:2]1[CH:7]=[CH:6][CH:5]=[CH:4][CH:3]=1.